This data is from CYP2C19 inhibition data for predicting drug metabolism from PubChem BioAssay. The task is: Regression/Classification. Given a drug SMILES string, predict its absorption, distribution, metabolism, or excretion properties. Task type varies by dataset: regression for continuous measurements (e.g., permeability, clearance, half-life) or binary classification for categorical outcomes (e.g., BBB penetration, CYP inhibition). Dataset: cyp2c19_veith. (1) The molecule is Cc1cc(C)nc(NC(=O)c2cccc([N+](=O)[O-])c2C)n1. The result is 0 (non-inhibitor). (2) The compound is C[C@H](CCC(=O)O)[C@H]1CC[C@@H]2[C@@H]3CC[C@H]4C[C@@H](O)CC[C@@]4(C)[C@@H]3C[C@H](O)[C@]12C. The result is 0 (non-inhibitor).